The task is: Predict the reactants needed to synthesize the given product.. This data is from Full USPTO retrosynthesis dataset with 1.9M reactions from patents (1976-2016). (1) Given the product [Br:1][C:2]1[CH:7]=[CH:6][C:5]([C:8]2[N:10]=[C:11]([CH:13]3[CH2:18][CH2:17][CH2:16][CH2:15][CH2:14]3)[N:26]([CH3:25])[N:27]=2)=[CH:4][CH:3]=1, predict the reactants needed to synthesize it. The reactants are: [Br:1][C:2]1[CH:7]=[CH:6][C:5]([C:8]([NH:10][C:11]([CH:13]2[CH2:18][CH2:17][CH2:16][CH2:15][CH2:14]2)=O)=S)=[CH:4][CH:3]=1.O1CCOCC1.[CH3:25][NH:26][NH2:27]. (2) Given the product [CH:1]1([C:7]([N:30]2[CH2:29][CH2:28][C:27]3[C:32](=[CH:33][C:24]([C:22]4[CH:23]=[C:18]([N:15]5[CH2:14][CH2:13][N:12]([CH3:11])[CH2:17][CH2:16]5)[N:19]=[C:20]([NH2:34])[N:21]=4)=[CH:25][CH:26]=3)[CH2:31]2)=[O:9])[CH2:2][CH2:3][CH2:4][CH2:5][CH2:6]1, predict the reactants needed to synthesize it. The reactants are: [CH:1]1([C:7]([OH:9])=O)[CH2:6][CH2:5][CH2:4][CH2:3][CH2:2]1.Cl.[CH3:11][N:12]1[CH2:17][CH2:16][N:15]([C:18]2[CH:23]=[C:22]([C:24]3[CH:33]=[C:32]4[C:27]([CH2:28][CH2:29][NH:30][CH2:31]4)=[CH:26][CH:25]=3)[N:21]=[C:20]([NH2:34])[N:19]=2)[CH2:14][CH2:13]1. (3) Given the product [CH3:1][C:2]1[CH:3]=[C:4]([CH:5]=[CH:13][C:11]#[N:12])[CH:7]=[C:8]([CH3:10])[CH:9]=1, predict the reactants needed to synthesize it. The reactants are: [CH3:1][C:2]1[CH:3]=[C:4]([CH:7]=[C:8]([CH3:10])[CH:9]=1)[CH:5]=O.[C:11]([CH2:13]P(=O)(OCC)OCC)#[N:12].CC(C)([O-])C.[K+]. (4) Given the product [Si:15]([O:10][CH2:9][C:3]1([CH2:7][OH:8])[CH2:6][CH2:5]1)([C:11]([CH3:14])([CH3:13])[CH3:12])([CH3:17])[CH3:16], predict the reactants needed to synthesize it. The reactants are: [H-].[Na+].[C:3]1([CH2:9][OH:10])([CH2:7][OH:8])[CH2:6][CH2:5]C1.[C:11]([Si:15](Cl)([CH3:17])[CH3:16])([CH3:14])([CH3:13])[CH3:12]. (5) The reactants are: [CH3:1][Si:2]([CH3:33])([CH3:32])[CH2:3][CH2:4][O:5][CH2:6][N:7]1[C:15]2C[CH2:13][CH:12]([C:16]3[CH:17]=NN(COCC[Si](C)(C)C)[CH:20]=3)[CH2:11][C:10]=2[C:9]([C:29]([OH:31])=[O:30])=[N:8]1.CC12CC1CCC(=O)C2. Given the product [CH3:20][C:16]12[CH2:13][CH:12]1[CH2:11][C:10]1[C:9]([C:29]([OH:31])=[O:30])=[N:8][N:7]([CH2:6][O:5][CH2:4][CH2:3][Si:2]([CH3:1])([CH3:32])[CH3:33])[C:15]=1[CH2:17]2, predict the reactants needed to synthesize it. (6) Given the product [Cl:17][C:18]1[CH:38]=[CH:37][C:21]([C:22]([C:24]2[CH:36]=[CH:35][C:27]([O:28][C:29]([CH3:34])([CH3:33])[C:30]([NH:12][CH2:11][CH2:16][CH2:8][CH2:45][CH2:44][NH:41][C:2](=[O:3])[CH2:4][CH2:5][CH2:6][CH2:7][CH:8]3[CH:16]4[CH:11]([NH:12][C:13](=[O:14])[NH:15]4)[CH2:10][S:9]3)=[O:31])=[CH:26][CH:25]=2)=[O:23])=[CH:20][CH:19]=1, predict the reactants needed to synthesize it. The reactants are: O[C:2]([CH2:4][CH2:5][CH2:6][CH2:7][C@H:8]1[C@@H:16]2[C@@H:11]([NH:12][C:13]([NH:15]2)=[O:14])[CH2:10][S:9]1)=[O:3].[Cl:17][C:18]1[CH:38]=[CH:37][C:21]([C:22]([C:24]2[CH:36]=[CH:35][C:27]([O:28][C:29]([CH3:34])([CH3:33])[C:30](Cl)=[O:31])=[CH:26][CH:25]=2)=[O:23])=[CH:20][CH:19]=1.C([N:41]([CH2:44][CH3:45])CC)C.C([O-])(O)=O.[Na+].